From a dataset of Full USPTO retrosynthesis dataset with 1.9M reactions from patents (1976-2016). Predict the reactants needed to synthesize the given product. (1) Given the product [CH3:1][N:2]1[C@@H:7]2[C@@H:8]3[O:10][C@@H:9]3[C@H:3]1[CH2:4][CH:5]([OH:11])[CH2:6]2.[ClH:30], predict the reactants needed to synthesize it. The reactants are: [CH3:1][N:2]1[C@@H:7]2[C@@H:8]3[O:10][C@@H:9]3[C@H:3]1[CH2:4][C@@H:5]([O:11]C([C@@H](C1C=CC=CC=1)CO)=O)[CH2:6]2.O.O.O.Br.[BH4-].[Na+].O.[ClH:30]. (2) Given the product [I:29][C:21]1[CH:22]=[C:23]([N+:26]([O-:28])=[O:27])[CH:24]=[CH:25][C:20]=1[O:3][CH2:4][CH2:5][CH:6]1[CH2:7][CH2:8][N:9]([C:12]([O:14][C:15]([CH3:18])([CH3:17])[CH3:16])=[O:13])[CH2:10][CH2:11]1, predict the reactants needed to synthesize it. The reactants are: [H-].[Na+].[OH:3][CH2:4][CH2:5][CH:6]1[CH2:11][CH2:10][N:9]([C:12]([O:14][C:15]([CH3:18])([CH3:17])[CH3:16])=[O:13])[CH2:8][CH2:7]1.F[C:20]1[CH:25]=[CH:24][C:23]([N+:26]([O-:28])=[O:27])=[CH:22][C:21]=1[I:29]. (3) The reactants are: Cl[C:2]1[N:3]=[CH:4][C:5]2[N:11]([CH3:12])[C:10](=[O:13])[C:9]([CH3:15])([CH3:14])[CH2:8][N:7]([CH:16]3[CH2:20][CH2:19][CH2:18][CH2:17]3)[C:6]=2[N:21]=1.[NH2:22][C:23]1[CH:31]=[CH:30][C:26]([C:27]([OH:29])=[O:28])=[CH:25][C:24]=1[O:32][CH3:33].C(O)(C(F)(F)F)=O. Given the product [CH:16]1([N:7]2[CH2:8][C:9]([CH3:15])([CH3:14])[C:10](=[O:13])[N:11]([CH3:12])[C:5]3[CH:4]=[N:3][C:2]([NH:22][C:23]4[CH:31]=[CH:30][C:26]([C:27]([OH:29])=[O:28])=[CH:25][C:24]=4[O:32][CH3:33])=[N:21][C:6]2=3)[CH2:20][CH2:19][CH2:18][CH2:17]1, predict the reactants needed to synthesize it. (4) Given the product [CH3:1][O:2][C:3]1[CH:4]=[C:5]2[CH:9]=[CH:10][N:11]([C:19]3[CH:24]=[CH:23][CH:22]=[CH:21][CH:20]=3)[C:6]2=[CH:7][N:8]=1, predict the reactants needed to synthesize it. The reactants are: [CH3:1][O:2][C:3]1[N:8]=[C:7]2[CH:9]=[CH:10][NH:11][C:6]2=[CH:5][CH:4]=1.C(=O)([O-])[O-].[K+].[K+].I[C:19]1[CH:24]=[CH:23][CH:22]=[CH:21][CH:20]=1.[Cl-].[NH4+]. (5) Given the product [CH3:1][C:2]1[C:6]([C:7]2[O:8][C:9]3[CH:15]=[CH:14][C:13]([CH2:16][C:17]([NH:35][CH:29]([C:23]4[CH:24]=[CH:25][C:26]([CH3:28])=[CH:27][C:22]=4[CH3:21])[CH2:30][O:31][CH:32]([CH3:34])[CH3:33])=[O:19])=[CH:12][C:10]=3[CH:11]=2)=[C:5]([CH3:20])[O:4][N:3]=1, predict the reactants needed to synthesize it. The reactants are: [CH3:1][C:2]1[C:6]([C:7]2[O:8][C:9]3[CH:15]=[CH:14][C:13]([CH2:16][C:17]([OH:19])=O)=[CH:12][C:10]=3[CH:11]=2)=[C:5]([CH3:20])[O:4][N:3]=1.[CH3:21][C:22]1[CH:27]=[C:26]([CH3:28])[CH:25]=[CH:24][C:23]=1[CH:29]([NH2:35])[CH2:30][O:31][CH:32]([CH3:34])[CH3:33].